From a dataset of Peptide-MHC class I binding affinity with 185,985 pairs from IEDB/IMGT. Regression. Given a peptide amino acid sequence and an MHC pseudo amino acid sequence, predict their binding affinity value. This is MHC class I binding data. (1) The peptide sequence is LVCGLRQLA. The MHC is HLA-A02:01 with pseudo-sequence HLA-A02:01. The binding affinity (normalized) is 0.173. (2) The binding affinity (normalized) is 0.293. The MHC is HLA-B53:01 with pseudo-sequence HLA-B53:01. The peptide sequence is CPFLFLMLL.